Dataset: Full USPTO retrosynthesis dataset with 1.9M reactions from patents (1976-2016). Task: Predict the reactants needed to synthesize the given product. (1) The reactants are: S(=O)(=O)(O)O.[CH2:6]([OH:10])[CH2:7][CH:8]=C.[Cl:11][C:12]1[CH:19]=[CH:18][C:15]([CH:16]=[O:17])=[CH:14][CH:13]=1.[C:20]([O-])(O)=O.[Na+]. Given the product [Cl:11][C:12]1[CH:19]=[CH:18][C:15]([CH:16]2[CH2:20][CH:6]([OH:10])[CH2:7][CH2:8][O:17]2)=[CH:14][CH:13]=1, predict the reactants needed to synthesize it. (2) Given the product [C:1]1([S:7]([CH2:10][C:11]2[CH:16]=[C:15]([CH:14]=[CH:13][C:12]=2[N+:18]([O-:20])=[O:19])[O:23][CH2:22][CH2:21][OH:24])(=[O:9])=[O:8])[CH:6]=[CH:5][CH:4]=[CH:3][CH:2]=1, predict the reactants needed to synthesize it. The reactants are: [C:1]1([S:7]([CH2:10][C:11]2[CH:16]=[C:15](F)[CH:14]=[CH:13][C:12]=2[N+:18]([O-:20])=[O:19])(=[O:9])=[O:8])[CH:6]=[CH:5][CH:4]=[CH:3][CH:2]=1.[CH2:21]([OH:24])[CH2:22][OH:23].CC(C)([O-])C.[K+].